Predict the reaction yield, written as a fraction of the theoretical maximum amount of product (1.0 means a 100% yield; for example, 0.34 means a 34% yield). From a dataset of Reaction yield outcomes from USPTO patents with 853,638 reactions. The reactants are [C:1]([O:5][C:6]([NH:8][CH:9]([CH2:20][C:21](=[O:34])[NH:22][CH2:23][CH:24]([OH:33])[CH:25]([OH:32])[CH:26]([OH:31])[CH:27]([OH:30])[CH2:28][OH:29])[C:10]([O:12]CC1C=CC=CC=1)=[O:11])=[O:7])([CH3:4])([CH3:3])[CH3:2]. The catalyst is C(O)C. The product is [C:1]([O:5][C:6]([NH:8][CH:9]([CH2:20][C:21](=[O:34])[NH:22][CH2:23][CH:24]([OH:33])[CH:25]([OH:32])[CH:26]([OH:31])[CH:27]([OH:30])[CH2:28][OH:29])[C:10]([OH:12])=[O:11])=[O:7])([CH3:4])([CH3:2])[CH3:3]. The yield is 1.09.